Regression. Given two drug SMILES strings and cell line genomic features, predict the synergy score measuring deviation from expected non-interaction effect. From a dataset of NCI-60 drug combinations with 297,098 pairs across 59 cell lines. (1) Cell line: SW-620. Synergy scores: CSS=77.4, Synergy_ZIP=9.50, Synergy_Bliss=10.1, Synergy_Loewe=5.11, Synergy_HSA=10.9. Drug 2: C1=CC=C(C=C1)NC(=O)CCCCCCC(=O)NO. Drug 1: CC1=C(C(=O)C2=C(C1=O)N3CC4C(C3(C2COC(=O)N)OC)N4)N. (2) Drug 1: CN(C)N=NC1=C(NC=N1)C(=O)N. Drug 2: CCC1=C2CN3C(=CC4=C(C3=O)COC(=O)C4(CC)O)C2=NC5=C1C=C(C=C5)O. Cell line: HCT116. Synergy scores: CSS=42.4, Synergy_ZIP=-0.108, Synergy_Bliss=0.794, Synergy_Loewe=-12.3, Synergy_HSA=2.19. (3) Drug 1: CC1=C2C(C(=O)C3(C(CC4C(C3C(C(C2(C)C)(CC1OC(=O)C(C(C5=CC=CC=C5)NC(=O)OC(C)(C)C)O)O)OC(=O)C6=CC=CC=C6)(CO4)OC(=O)C)OC)C)OC. Drug 2: CC1OCC2C(O1)C(C(C(O2)OC3C4COC(=O)C4C(C5=CC6=C(C=C35)OCO6)C7=CC(=C(C(=C7)OC)O)OC)O)O. Cell line: SF-539. Synergy scores: CSS=40.0, Synergy_ZIP=-7.51, Synergy_Bliss=-9.28, Synergy_Loewe=-16.9, Synergy_HSA=-4.50. (4) Drug 1: C1CC(=O)NC(=O)C1N2CC3=C(C2=O)C=CC=C3N. Drug 2: CC1=C2C(C(=O)C3(C(CC4C(C3C(C(C2(C)C)(CC1OC(=O)C(C(C5=CC=CC=C5)NC(=O)C6=CC=CC=C6)O)O)OC(=O)C7=CC=CC=C7)(CO4)OC(=O)C)O)C)OC(=O)C. Cell line: PC-3. Synergy scores: CSS=43.4, Synergy_ZIP=-4.78, Synergy_Bliss=-7.30, Synergy_Loewe=-46.2, Synergy_HSA=-4.40. (5) Drug 1: COC1=NC(=NC2=C1N=CN2C3C(C(C(O3)CO)O)O)N. Drug 2: C1CNP(=O)(OC1)N(CCCl)CCCl. Cell line: K-562. Synergy scores: CSS=4.33, Synergy_ZIP=-3.90, Synergy_Bliss=-6.15, Synergy_Loewe=-6.58, Synergy_HSA=-3.77. (6) Drug 1: CC(C1=C(C=CC(=C1Cl)F)Cl)OC2=C(N=CC(=C2)C3=CN(N=C3)C4CCNCC4)N. Drug 2: CC=C1C(=O)NC(C(=O)OC2CC(=O)NC(C(=O)NC(CSSCCC=C2)C(=O)N1)C(C)C)C(C)C. Cell line: CCRF-CEM. Synergy scores: CSS=59.9, Synergy_ZIP=1.31, Synergy_Bliss=2.05, Synergy_Loewe=-35.0, Synergy_HSA=1.64. (7) Drug 1: C1CCN(CC1)CCOC2=CC=C(C=C2)C(=O)C3=C(SC4=C3C=CC(=C4)O)C5=CC=C(C=C5)O. Drug 2: CN(C)C1=NC(=NC(=N1)N(C)C)N(C)C. Cell line: MDA-MB-435. Synergy scores: CSS=-8.06, Synergy_ZIP=5.65, Synergy_Bliss=5.65, Synergy_Loewe=-4.60, Synergy_HSA=-4.67.